This data is from Catalyst prediction with 721,799 reactions and 888 catalyst types from USPTO. The task is: Predict which catalyst facilitates the given reaction. (1) Reactant: [CH:1](=[O:3])[CH3:2].[N+:4](/[CH:7]=[CH:8]/[C:9]1[CH:14]=[CH:13][CH:12]=[CH:11][CH:10]=1)([O-:6])=[O:5].CCOCC.[Na+].[Cl-]. Product: [N+:4]([CH2:7][C@@H:8]([C:9]1[CH:14]=[CH:13][CH:12]=[CH:11][CH:10]=1)[C:1](=[O:3])[CH3:2])([O-:6])=[O:5]. The catalyst class is: 22. (2) Reactant: [C:1]([O:5][C:6]([N:8]1[CH2:13][CH2:12][CH:11]([O:14][C:15]2[CH:20]=[CH:19][C:18]([N+:21]([O-])=O)=[CH:17][C:16]=2[F:24])[CH2:10][CH2:9]1)=[O:7])([CH3:4])([CH3:3])[CH3:2]. Product: [C:1]([O:5][C:6]([N:8]1[CH2:9][CH2:10][CH:11]([O:14][C:15]2[CH:20]=[CH:19][C:18]([NH2:21])=[CH:17][C:16]=2[F:24])[CH2:12][CH2:13]1)=[O:7])([CH3:4])([CH3:2])[CH3:3]. The catalyst class is: 19. (3) Reactant: [NH2:1][C:2]1[C:3]([O:29][CH3:30])=[N:4][C:5]([C:22]2[CH:27]=[CH:26][CH:25]=[CH:24][C:23]=2[Cl:28])=[CH:6][C:7]=1[NH:8][C:9]([C:11]1[N:15]([CH3:16])[N:14]=[C:13]([C:17]([CH3:20])([CH3:19])[CH3:18])[C:12]=1[Cl:21])=O. Product: [C:17]([C:13]1[C:12]([Cl:21])=[C:11]([C:9]2[NH:1][C:2]3[C:3]([O:29][CH3:30])=[N:4][C:5]([C:22]4[CH:27]=[CH:26][CH:25]=[CH:24][C:23]=4[Cl:28])=[CH:6][C:7]=3[N:8]=2)[N:15]([CH3:16])[N:14]=1)([CH3:20])([CH3:19])[CH3:18]. The catalyst class is: 52.